Dataset: Full USPTO retrosynthesis dataset with 1.9M reactions from patents (1976-2016). Task: Predict the reactants needed to synthesize the given product. (1) Given the product [CH2:21]([N:16]1[CH2:15][CH2:14][N:13]([C:7]2[CH:8]=[CH:9][C:10]([O:11][CH3:12])=[C:5]([S:2]([CH3:1])(=[O:3])=[O:4])[CH:6]=2)[CH2:18][CH2:17]1)[CH:20]=[CH2:19], predict the reactants needed to synthesize it. The reactants are: [CH3:1][S:2]([C:5]1[CH:6]=[C:7]([N:13]2[CH2:18][CH2:17][NH:16][CH2:15][CH2:14]2)[CH:8]=[CH:9][C:10]=1[O:11][CH3:12])(=[O:4])=[O:3].[CH2:19](Br)[CH:20]=[CH2:21]. (2) Given the product [NH:8]1[C:9]2[CH:10]=[CH:11][CH:12]=[C:13]3[C:15](=[O:17])[NH:1][CH2:4][CH2:5][C:6]([C:14]=23)=[CH:7]1, predict the reactants needed to synthesize it. The reactants are: [N+:1]([CH2:4][CH2:5][C:6]1[C:14]2[C:13]([C:15]([O:17]C)=O)=[CH:12][CH:11]=[CH:10][C:9]=2[NH:8][CH:7]=1)([O-])=O.Cl. (3) Given the product [CH2:33]([N:10]1[C:5](=[O:4])[CH:6]=[CH:7][CH:8]=[C:9]1[O:11][C@H:12]1[CH2:16][N:15]([C:17]([O:19][C:20]([CH3:23])([CH3:22])[CH3:21])=[O:18])[C@H:14]([C:24]([O:26][CH3:27])=[O:25])[CH2:13]1)[CH:28]=[CH2:29], predict the reactants needed to synthesize it. The reactants are: C([O:4][C:5]1[N:10]=[C:9]([O:11][C@H:12]2[CH2:16][N:15]([C:17]([O:19][C:20]([CH3:23])([CH3:22])[CH3:21])=[O:18])[C@H:14]([C:24]([O:26][CH3:27])=[O:25])[CH2:13]2)[CH:8]=[CH:7][CH:6]=1)C=C.[C:28]1(C)[CH:33]=CC=C[CH:29]=1. (4) Given the product [CH3:34][C:10]1[CH:11]=[C:12]([NH:15][C:16]2[C:25]3[C:20](=[CH:21][CH:22]=[CH:23][C:24]=3[O:26][C@H:27]([CH3:33])[CH2:28][NH:29][C:30](=[O:32])[CH3:31])[N:19]=[CH:18][N:17]=2)[CH:13]=[CH:14][C:9]=1[O:8][CH2:2][C:3]1[S:4][CH:5]=[CH:6][N:7]=1, predict the reactants needed to synthesize it. The reactants are: Cl[CH2:2][C:3]1[S:4][CH:5]=[CH:6][N:7]=1.[OH:8][C:9]1[CH:14]=[CH:13][C:12]([NH:15][C:16]2[C:25]3[C:20](=[CH:21][CH:22]=[CH:23][C:24]=3[O:26][C@H:27]([CH3:33])[CH2:28][NH:29][C:30](=[O:32])[CH3:31])[N:19]=[CH:18][N:17]=2)=[CH:11][C:10]=1[CH3:34].